Dataset: Forward reaction prediction with 1.9M reactions from USPTO patents (1976-2016). Task: Predict the product of the given reaction. (1) Given the reactants C([O:8][C:9](=[O:35])[CH2:10][NH:11][C:12]([C:14]1[N:15]=[C:16]([CH2:32][O:33][CH3:34])[C:17]2[C:22]([C:23]=1[O:24]CC1C=CC=CC=1)=[CH:21][CH:20]=[CH:19][CH:18]=2)=[O:13])C1C=CC=CC=1.CCOC(C)=O, predict the reaction product. The product is: [OH:24][C:23]1[C:22]2[C:17](=[CH:18][CH:19]=[CH:20][CH:21]=2)[C:16]([CH2:32][O:33][CH3:34])=[N:15][C:14]=1[C:12]([NH:11][CH2:10][C:9]([OH:35])=[O:8])=[O:13]. (2) Given the reactants [C:1](=[NH:20])([O:3][CH2:4][CH2:5][C:6]1[CH:11]=[CH:10][C:9]([O:12][C:13]2[CH:18]=[CH:17][CH:16]=[C:15]([CH3:19])[N:14]=2)=[CH:8][CH:7]=1)[NH2:2].[CH:21]([CH:23]([CH2:28][C:29]1[CH:30]=[N:31][N:32]([CH3:34])[CH:33]=1)[C:24](OC)=O)=[O:22].C([O-])([O-])=O.[K+].[K+], predict the reaction product. The product is: [CH3:34][N:32]1[CH:33]=[C:29]([CH2:28][C:23]2[C:21](=[O:22])[N:20]=[C:1]([O:3][CH2:4][CH2:5][C:6]3[CH:7]=[CH:8][C:9]([O:12][C:13]4[CH:18]=[CH:17][CH:16]=[C:15]([CH3:19])[N:14]=4)=[CH:10][CH:11]=3)[NH:2][CH:24]=2)[CH:30]=[N:31]1.